From a dataset of NCI-60 drug combinations with 297,098 pairs across 59 cell lines. Regression. Given two drug SMILES strings and cell line genomic features, predict the synergy score measuring deviation from expected non-interaction effect. (1) Drug 2: C(CC(=O)O)C(=O)CN.Cl. Cell line: SF-268. Synergy scores: CSS=9.82, Synergy_ZIP=-3.06, Synergy_Bliss=-8.45, Synergy_Loewe=-9.01, Synergy_HSA=-9.43. Drug 1: CC12CCC(CC1=CCC3C2CCC4(C3CC=C4C5=CN=CC=C5)C)O. (2) Drug 1: C1CC(C1)(C(=O)O)C(=O)O.[NH2-].[NH2-].[Pt+2]. Drug 2: C1=NC2=C(N=C(N=C2N1C3C(C(C(O3)CO)O)F)Cl)N. Cell line: LOX IMVI. Synergy scores: CSS=2.75, Synergy_ZIP=-0.730, Synergy_Bliss=-1.64, Synergy_Loewe=-6.07, Synergy_HSA=-6.43.